Dataset: Reaction yield outcomes from USPTO patents with 853,638 reactions. Task: Predict the reaction yield, written as a fraction of the theoretical maximum amount of product (1.0 means a 100% yield; for example, 0.34 means a 34% yield). The reactants are [CH3:1][C:2]1[CH:7]=[CH:6][C:5]([C:8]2[C:9]([C:14]([OH:16])=[O:15])=[CH:10][CH:11]=[CH:12][CH:13]=2)=[CH:4][CH:3]=1.[CH3:17][Si](C=[N+]=[N-])(C)C. The catalyst is CO.CCCCCC. The product is [CH3:1][C:2]1[CH:7]=[CH:6][C:5]([C:8]2[C:9]([C:14]([O:16][CH3:17])=[O:15])=[CH:10][CH:11]=[CH:12][CH:13]=2)=[CH:4][CH:3]=1. The yield is 0.970.